From a dataset of Full USPTO retrosynthesis dataset with 1.9M reactions from patents (1976-2016). Predict the reactants needed to synthesize the given product. (1) Given the product [Cl:1][C:2]1[CH:3]=[C:4]2[C:9](=[CH:10][CH:11]=1)[N:8]=[C:7]([NH:12][C:13]([N:35]1[CH2:34][CH2:33][N:32]([C:24]3[CH:23]=[C:22]([O:21][CH3:20])[C:27]([O:28][CH3:29])=[C:26]([O:30][CH3:31])[CH:25]=3)[CH2:37][CH2:36]1)=[O:17])[C:6]([O:18][CH3:19])=[N:5]2, predict the reactants needed to synthesize it. The reactants are: [Cl:1][C:2]1[CH:3]=[C:4]2[C:9](=[CH:10][CH:11]=1)[N:8]=[C:7]([NH:12][C:13](=[O:17])OCC)[C:6]([O:18][CH3:19])=[N:5]2.[CH3:20][O:21][C:22]1[CH:23]=[C:24]([N:32]2[CH2:37][CH2:36][NH:35][CH2:34][CH2:33]2)[CH:25]=[C:26]([O:30][CH3:31])[C:27]=1[O:28][CH3:29]. (2) Given the product [CH3:18][O:19][C:20](=[O:30])[C:21]1[CH:26]=[CH:25][C:24]([CH2:27][N:13]([C:10]2[CH:11]=[CH:12][C:7]([O:6][Si:5]([C:1]([CH3:3])([CH3:2])[CH3:4])([CH3:17])[CH3:16])=[CH:8][C:9]=2[CH3:15])[CH3:14])=[CH:23][C:22]=1[CH3:29], predict the reactants needed to synthesize it. The reactants are: [C:1]([Si:5]([CH3:17])([CH3:16])[O:6][C:7]1[CH:12]=[CH:11][C:10]([NH:13][CH3:14])=[C:9]([CH3:15])[CH:8]=1)([CH3:4])([CH3:3])[CH3:2].[CH3:18][O:19][C:20](=[O:30])[C:21]1[CH:26]=[CH:25][C:24]([CH:27]=O)=[CH:23][C:22]=1[CH3:29].C(O)(=O)C.C(O[BH-](OC(=O)C)OC(=O)C)(=O)C.[Na+]. (3) Given the product [NH2:31][C:19]1[N:18]=[C:17]([NH:16][CH2:15][CH2:14][CH2:13][NH:12][S:8]([C:5]2[CH:6]=[CH:7][C:2]([Cl:1])=[CH:3][CH:4]=2)(=[O:10])=[O:9])[CH:22]=[C:21]([C:23]2[CH:28]=[CH:27][CH:26]=[C:25]([CH3:29])[C:24]=2[CH3:30])[N:20]=1, predict the reactants needed to synthesize it. The reactants are: [Cl:1][C:2]1[CH:7]=[CH:6][C:5]([S:8](Cl)(=[O:10])=[O:9])=[CH:4][CH:3]=1.[NH2:12][CH2:13][CH2:14][CH2:15][NH:16][C:17]1[CH:22]=[C:21]([C:23]2[CH:28]=[CH:27][CH:26]=[C:25]([CH3:29])[C:24]=2[CH3:30])[N:20]=[C:19]([NH2:31])[N:18]=1. (4) Given the product [N+:15]([C:11]1[CH:12]=[C:13]2[C:8](=[CH:9][CH:10]=1)[NH:7][C:6]([C:4]([OH:5])=[O:3])=[CH:14]2)([O-:17])=[O:16], predict the reactants needed to synthesize it. The reactants are: C([O:3][C:4]([C:6]1[NH:7][C:8]2[C:13]([CH:14]=1)=[CH:12][C:11]([N+:15]([O-:17])=[O:16])=[CH:10][CH:9]=2)=[O:5])C.C(O)C. (5) Given the product [Cl:32][C:2]1[C:11]2=[N:12][N:13]([C:19]3[CH:24]=[CH:23][CH:22]=[CH:21][CH:20]=3)[C:14]([CH2:25][C:26]([Cl:28])=[O:27])=[C:10]2[C:9]2[CH:8]=[CH:7][CH:6]=[CH:5][C:4]=2[N:3]=1, predict the reactants needed to synthesize it. The reactants are: O=[C:2]1[C:11]2=[N:12][N:13]([C:19]3[CH:24]=[CH:23][CH:22]=[CH:21][CH:20]=3)[C:14](CC(O)=O)=[C:10]2[C:9]2[CH:8]=[CH:7][CH:6]=[CH:5][C:4]=2[NH:3]1.[C:25](Cl)(=O)[C:26]([Cl:28])=[O:27].C(Cl)(Cl)[Cl:32]. (6) The reactants are: C(O[C:6](=O)[NH:7][CH2:8][C:9]([N:11]1[CH2:15][CH2:14][CH2:13][CH:12]1[C:16]#[N:17])=[O:10])(C)(C)C.FC(F)(F)C(O)=O.C(N(CC)CC)C.[C:33]([O:36][CH:37]1[CH2:44][CH:43]2[CH:39]([CH2:40]C(=O)[CH2:42]2)[CH2:38]1)(=[O:35])[CH3:34].C(O[BH-](OC(=O)C)OC(=O)C)(=O)C.[Na+]. Given the product [C:33]([O:36][CH:37]1[CH2:44][CH:43]2[CH:39]([CH2:40][CH:6]([NH:7][CH2:8][C:9]([N:11]3[CH2:15][CH2:14][CH2:13][CH:12]3[C:16]#[N:17])=[O:10])[CH2:42]2)[CH2:38]1)(=[O:35])[CH3:34], predict the reactants needed to synthesize it. (7) Given the product [NH2:1][C:2]1[CH:11]=[C:10]2[C:5]([CH2:6][CH2:7][CH:8]([OH:12])[CH2:9]2)=[CH:4][CH:3]=1, predict the reactants needed to synthesize it. The reactants are: [NH2:1][C:2]1[CH:11]=[C:10]2[C:5]([CH2:6][CH2:7][C:8](=[O:12])[CH2:9]2)=[CH:4][CH:3]=1.[OH-].[K+].